This data is from Catalyst prediction with 721,799 reactions and 888 catalyst types from USPTO. The task is: Predict which catalyst facilitates the given reaction. (1) The catalyst class is: 21. Reactant: [CH:1]1([NH:6][C:7]2[N:12]3[N:13]=[C:14]([C:28]4[CH:33]=[CH:32][C:31]([OH:34])=[CH:30][CH:29]=4)[C:15]([C:16]4[CH:21]=[CH:20][N:19]=[C:18]([NH:22][CH:23]5[CH2:27][CH2:26][CH2:25][CH2:24]5)[N:17]=4)=[C:11]3[CH:10]=[CH:9][CH:8]=2)[CH2:5][CH2:4][CH2:3][CH2:2]1.Br[CH2:36][C:37]([O:39][CH2:40][CH3:41])=[O:38].C(=O)([O-])[O-].[K+].[K+].O. Product: [CH2:40]([O:39][C:37](=[O:38])[CH2:36][O:34][C:31]1[CH:30]=[CH:29][C:28]([C:14]2[C:15]([C:16]3[CH:21]=[CH:20][N:19]=[C:18]([NH:22][CH:23]4[CH2:24][CH2:25][CH2:26][CH2:27]4)[N:17]=3)=[C:11]3[CH:10]=[CH:9][CH:8]=[C:7]([NH:6][CH:1]4[CH2:2][CH2:3][CH2:4][CH2:5]4)[N:12]3[N:13]=2)=[CH:33][CH:32]=1)[CH3:41]. (2) Reactant: [CH2:1]([N:7]1[CH2:12][CH2:11][C:10]([CH3:28])([C:13]2[CH:18]=[CH:17][CH:16]=[C:15]([C:19]3[N:20]=[N:21][NH:22][C:23]=3[Si](C)(C)C)[CH:14]=2)[CH:9]([CH3:29])[CH2:8]1)[CH2:2][CH2:3][CH2:4][CH2:5][CH3:6].C(=O)([O-])O.[Na+]. Product: [CH2:1]([N:7]1[CH2:12][CH2:11][C:10]([CH3:28])([C:13]2[CH:18]=[CH:17][CH:16]=[C:15]([C:19]3[N:20]=[N:21][NH:22][CH:23]=3)[CH:14]=2)[CH:9]([CH3:29])[CH2:8]1)[CH2:2][CH2:3][CH2:4][CH2:5][CH3:6]. The catalyst class is: 209. (3) Reactant: [C:1]([C:3]1[CH:8]=[CH:7][C:6]([NH:9][C:10](=[O:18])[CH2:11][CH:12]([CH3:17])[CH2:13][C:14]([OH:16])=O)=[CH:5][CH:4]=1)#[N:2].[CH2:19]([N:21]1[C:29]2[C:24](=[CH:25][C:26]([NH2:30])=[CH:27][CH:28]=2)[C:23]([CH3:31])=[C:22]1[CH3:32])[CH3:20].CCN(C(C)C)C(C)C.CN(C(ON1N=NC2C=CC=NC1=2)=[N+](C)C)C.F[P-](F)(F)(F)(F)F. Product: [C:1]([C:3]1[CH:4]=[CH:5][C:6]([NH:9][C:10](=[O:18])[CH2:11][CH:12]([CH3:17])[CH2:13][C:14]([NH:30][C:26]2[CH:25]=[C:24]3[C:29](=[CH:28][CH:27]=2)[N:21]([CH2:19][CH3:20])[C:22]([CH3:32])=[C:23]3[CH3:31])=[O:16])=[CH:7][CH:8]=1)#[N:2]. The catalyst class is: 18. (4) Reactant: CN(C(ON1N=NC2C=CC=NC1=2)=[N+](C)C)C.F[P-](F)(F)(F)(F)F.[F:25][C:26]1[CH:31]=[CH:30][C:29]([C:32]2[CH:37]=[CH:36][C:35]([C:38]([OH:40])=O)=[C:34]([N+:41]([O-:43])=[O:42])[CH:33]=2)=[CH:28][CH:27]=1.Cl.[CH3:45][C:46]([O:49][C@H:50]([CH3:57])[C@@H:51]([C:53]([O:55][CH3:56])=[O:54])[NH2:52])([CH3:48])[CH3:47].C(N(C(C)C)CC)(C)C. Product: [CH3:48][C:46]([O:49][C@H:50]([CH3:57])[C@@H:51]([C:53]([O:55][CH3:56])=[O:54])[NH:52][C:38]([C:35]1[CH:36]=[CH:37][C:32]([C:29]2[CH:28]=[CH:27][C:26]([F:25])=[CH:31][CH:30]=2)=[CH:33][C:34]=1[N+:41]([O-:43])=[O:42])=[O:40])([CH3:45])[CH3:47]. The catalyst class is: 39. (5) Reactant: [CH2:1]([O:5][C:6]1[CH:11]=[CH:10][C:9]([CH2:12][C:13]([OH:15])=O)=[CH:8][CH:7]=1)[CH2:2][CH2:3][CH3:4].CN(C)C=O.C(N1C=CN=C1)(N1C=CN=C1)=O.[N:33]1([C:39]2[C:40]([C:45]#[N:46])=[N:41][CH:42]=[CH:43][CH:44]=2)[CH2:38][CH2:37][NH:36][CH2:35][CH2:34]1. Product: [CH2:1]([O:5][C:6]1[CH:7]=[CH:8][C:9]([CH2:12][C:13]([N:36]2[CH2:37][CH2:38][N:33]([C:39]3[C:40]([C:45]#[N:46])=[N:41][CH:42]=[CH:43][CH:44]=3)[CH2:34][CH2:35]2)=[O:15])=[CH:10][CH:11]=1)[CH2:2][CH2:3][CH3:4]. The catalyst class is: 13. (6) Reactant: [C:1]([C:3]1[CH:11]=[CH:10][C:6]([C:7]([OH:9])=O)=[C:5]([F:12])[CH:4]=1)#[N:2].F[P-](F)(F)(F)(F)F.C[N+](C)=C(N(C)C)ON1C2N=CC=CC=2N=N1.C(N(CC)CC)C.Cl.[CH3:45][C@@H:46]1[CH2:51][NH:50][CH2:49][CH2:48][N:47]1[CH2:52][CH:53]([N:57]1[CH:61]=[C:60]([C:62]2[C:63]3[CH:70]=[CH:69][N:68](COCC[Si](C)(C)C)[C:64]=3[N:65]=[CH:66][N:67]=2)[CH:59]=[N:58]1)[CH2:54][C:55]#[N:56]. Product: [C:55]([CH2:54][CH:53]([N:57]1[CH:61]=[C:60]([C:62]2[C:63]3[CH:70]=[CH:69][NH:68][C:64]=3[N:65]=[CH:66][N:67]=2)[CH:59]=[N:58]1)[CH2:52][N:47]1[CH2:48][CH2:49][N:50]([C:7]([C:6]2[CH:10]=[CH:11][C:3]([C:1]#[N:2])=[CH:4][C:5]=2[F:12])=[O:9])[CH2:51][C@H:46]1[CH3:45])#[N:56]. The catalyst class is: 1. (7) Reactant: [Br:1][C:2]1[CH:3]=[C:4]([C:8]([C:10]([C:12]2[CH:17]=[CH:16][CH:15]=[CH:14]C=2)=O)=O)[CH:5]=[CH:6][CH:7]=1.[CH3:18][NH:19][C:20]([NH2:22])=[S:21].[OH-:23].[K+].Cl.[CH3:26]S(C)=O. Product: [Br:1][C:2]1[CH:3]=[C:4]([C:8]2([C:10]3[CH:12]=[CH:17][CH:16]=[CH:15][CH:14]=3)[NH:22][C:20](=[S:21])[N:19]([CH3:26])[C:18]2=[O:23])[CH:5]=[CH:6][CH:7]=1. The catalyst class is: 6. (8) Reactant: [CH3:1][C@H:2]([C@@:10]([OH:25])([C:17]1[CH:18]=[CH:19][C:20]([F:24])=[CH:21][C:22]=1[F:23])[CH2:11][N:12]1[N:16]=[CH:15][N:14]=[CH:13]1)[C:3]1[N:8]=[CH:7][N:6]=[CH:5][C:4]=1[F:9].[C@@]12(CS([O-])(=O)=O)C(C)(C)C(CC1)CC2=O.C([O-])([O-])=O.[Na+].[Na+]. Product: [CH3:1][C@H:2]([C@@:10]([OH:25])([C:17]1[CH:18]=[CH:19][C:20]([F:24])=[CH:21][C:22]=1[F:23])[CH2:11][N:12]1[N:16]=[CH:15][N:14]=[CH:13]1)[C:3]1[N:8]=[CH:7][N:6]=[CH:5][C:4]=1[F:9]. The catalyst class is: 6. (9) Reactant: C([O:5][C:6](=[O:23])[C@@H:7]([NH:12][C:13](=[O:22])[C:14]1[CH:19]=[CH:18][CH:17]=[CH:16][C:15]=1[O:20][CH3:21])[CH:8]([CH3:11])[CH2:9][CH3:10])(C)(C)C. Product: [CH3:21][O:20][C:15]1[CH:16]=[CH:17][CH:18]=[CH:19][C:14]=1[C:13]([NH:12][C@@H:7]([CH:8]([CH3:11])[CH2:9][CH3:10])[C:6]([OH:23])=[O:5])=[O:22]. The catalyst class is: 617. (10) Reactant: [F:1][C:2]([F:42])([F:41])[C:3]1[CH:4]=[C:5]([C@H:13]([N:15]([CH3:40])[C:16]([N:18]2[CH2:31][CH2:30][C@:21]3([NH:25][C@H:24]([C:26]([O:28]C)=O)[CH2:23][CH2:22]3)[CH2:20][C@@H:19]2[C:32]2[CH:37]=[CH:36][C:35]([F:38])=[CH:34][C:33]=2[CH3:39])=[O:17])[CH3:14])[CH:6]=[C:7]([C:9]([F:12])([F:11])[F:10])[CH:8]=1.CCOC(C)=O.[NH3:49]. Product: [NH3:15].[F:10][C:9]([F:12])([F:11])[C:7]1[CH:6]=[C:5]([C@H:13]([N:15]([CH3:40])[C:16]([N:18]2[CH2:31][CH2:30][C@:21]3([NH:25][C@H:24]([C:26]([NH2:49])=[O:28])[CH2:23][CH2:22]3)[CH2:20][C@@H:19]2[C:32]2[CH:37]=[CH:36][C:35]([F:38])=[CH:34][C:33]=2[CH3:39])=[O:17])[CH3:14])[CH:4]=[C:3]([C:2]([F:1])([F:41])[F:42])[CH:8]=1. The catalyst class is: 5.